From a dataset of Full USPTO retrosynthesis dataset with 1.9M reactions from patents (1976-2016). Predict the reactants needed to synthesize the given product. (1) Given the product [N:1]1([C:6]2[C:7]([CH2:12][NH2:13])=[N:8][CH:9]=[CH:10][CH:11]=2)[CH:5]=[N:4][N:3]=[N:2]1, predict the reactants needed to synthesize it. The reactants are: [N:1]1([C:6]2[C:7]([C:12]#[N:13])=[N:8][CH:9]=[CH:10][CH:11]=2)[CH:5]=[N:4][N:3]=[N:2]1. (2) Given the product [I:20][C:3]1[C:2](=[O:1])[C:11]2[C:6](=[CH:7][CH:8]=[C:9]([C:12]([O:14][CH3:15])=[O:13])[CH:10]=2)[NH:5][CH:4]=1, predict the reactants needed to synthesize it. The reactants are: [O:1]=[C:2]1[C:11]2[C:6](=[CH:7][CH:8]=[C:9]([C:12]([O:14][CH3:15])=[O:13])[CH:10]=2)[NH:5][CH:4]=[CH:3]1.C(O)(=O)C.[I:20]N1C(=O)CCC1=O. (3) Given the product [CH:1]1([C:4]2[NH:15][C:7]3=[N:8][CH:9]=[CH:10][C:11]([C:17]4[CH:22]=[CH:21][C:20]([S:23]([NH:26][CH:27]([CH3:32])[C:28]([OH:31])([CH3:29])[CH3:30])(=[O:25])=[O:24])=[CH:19][CH:18]=4)=[C:6]3[CH:5]=2)[CH2:3][CH2:2]1, predict the reactants needed to synthesize it. The reactants are: [CH:1]1([C:4]2[NH:15][C:7]3=[N:8][CH:9]=[CH:10][C:11](B(O)O)=[C:6]3[CH:5]=2)[CH2:3][CH2:2]1.Br[C:17]1[CH:22]=[CH:21][C:20]([S:23]([NH:26][CH:27]([CH3:32])[C:28]([OH:31])([CH3:30])[CH3:29])(=[O:25])=[O:24])=[CH:19][CH:18]=1.P([O-])([O-])([O-])=O.[K+].[K+].[K+].O1CCOCC1. (4) Given the product [Br:1][C:2]1[CH:3]=[CH:4][C:5]2[C:10](=[CH:9][C:8]([O:12][Si:18]([C:21]([CH3:24])([CH3:23])[CH3:22])([CH3:20])[CH3:19])=[CH:7][CH:6]=2)[CH:11]=1, predict the reactants needed to synthesize it. The reactants are: [Br:1][C:2]1[CH:11]=[C:10]2[C:5]([CH:6]=[CH:7][C:8]([OH:12])=[CH:9]2)=[CH:4][CH:3]=1.N1C=CN=C1.[Si:18](Cl)([C:21]([CH3:24])([CH3:23])[CH3:22])([CH3:20])[CH3:19]. (5) Given the product [F:1][C:2]1[C:3]([C:11]2[CH2:16][C:15]([CH3:18])([CH3:17])[CH2:14][C:13]([CH3:20])([CH3:19])[CH:12]=2)=[C:4]([NH2:8])[CH:5]=[CH:6][CH:7]=1, predict the reactants needed to synthesize it. The reactants are: [F:1][C:2]1[CH:7]=[CH:6][CH:5]=[C:4]([N+:8]([O-])=O)[C:3]=1[C:11]1[CH2:16][C:15]([CH3:18])([CH3:17])[CH2:14][C:13]([CH3:20])([CH3:19])[CH:12]=1.[Cl-].[NH4+].O. (6) Given the product [Cl:36][C:37]1[CH:42]=[CH:41][CH:40]=[C:39]([CH3:43])[C:38]=1[S:44]([N:47]([CH2:51][CH2:52][O:53][CH2:54][C:14]([N:11]1[CH2:10][CH2:9][C:8]([C:4]2[CH:5]=[CH:6][CH:7]=[C:2]([Cl:1])[CH:3]=2)([CH2:21][CH2:22][CH2:23][N:24]2[CH2:25][CH2:26][CH2:27][CH2:28]2)[CH2:13][CH2:12]1)=[O:15])[CH:48]1[CH2:50][CH2:49]1)(=[O:46])=[O:45], predict the reactants needed to synthesize it. The reactants are: [Cl:1][C:2]1[CH:3]=[C:4]([C:8]2([CH2:21][CH2:22][CH2:23][N:24]3[CH2:28][CH2:27][CH2:26][CH2:25]3)[CH2:13][CH2:12][N:11]([C:14](OC(C)(C)C)=[O:15])[CH2:10][CH2:9]2)[CH:5]=[CH:6][CH:7]=1.C(O)(C(F)(F)F)=O.[Cl:36][C:37]1[CH:42]=[CH:41][CH:40]=[C:39]([CH3:43])[C:38]=1[S:44]([N:47]([CH2:51][CH2:52][O:53][CH2:54]C(O)=O)[CH:48]1[CH2:50][CH2:49]1)(=[O:46])=[O:45].CCN=C=NCCCN(C)C.C1C=CC2N(O)N=NC=2C=1.CCN(C(C)C)C(C)C. (7) Given the product [ClH:33].[ClH:33].[CH2:1]([N:3]1[C:7]2=[N:8][CH:9]=[CH:10][C:11]([O:12][CH2:13][CH2:14][CH2:15][CH2:16][CH2:17][S:18][C:19]3[C:28]4[C:23](=[CH:24][C:25]([C:29]([F:32])([F:31])[F:30])=[CH:26][CH:27]=4)[N:22]=[CH:21][CH:20]=3)=[C:6]2[CH:5]=[N:4]1)[CH3:2], predict the reactants needed to synthesize it. The reactants are: [CH2:1]([N:3]1[C:7]2=[N:8][CH:9]=[CH:10][C:11]([O:12][CH2:13][CH2:14][CH2:15][CH2:16][CH2:17][S:18][C:19]3[C:28]4[C:23](=[CH:24][C:25]([C:29]([F:32])([F:31])[F:30])=[CH:26][CH:27]=4)[N:22]=[CH:21][CH:20]=3)=[C:6]2[CH:5]=[N:4]1)[CH3:2].[ClH:33].